From a dataset of Forward reaction prediction with 1.9M reactions from USPTO patents (1976-2016). Predict the product of the given reaction. (1) Given the reactants [CH3:1][S:2]([N:5]=[C:6]=[S:7])(=[O:4])=[O:3].[CH:8]1([NH2:13])[CH2:12][CH2:11][CH2:10][CH2:9]1, predict the reaction product. The product is: [CH:8]1([NH:13][C:6]([NH:5][S:2]([CH3:1])(=[O:4])=[O:3])=[S:7])[CH2:12][CH2:11][CH2:10][CH2:9]1. (2) Given the reactants COC1C=CC(P2(=S)SP(=S)(C3C=CC(OC)=CC=3)[S:10]2)=CC=1.C(Cl)Cl.[F:26][C:27]1[CH:28]=[CH:29][C:30]([N+:36]([O-:38])=[O:37])=[C:31]([C:33]([NH2:35])=O)[CH:32]=1, predict the reaction product. The product is: [F:26][C:27]1[CH:28]=[CH:29][C:30]([N+:36]([O-:38])=[O:37])=[C:31]([C:33](=[S:10])[NH2:35])[CH:32]=1. (3) Given the reactants [CH3:1][C:2]1[C@:8]([OH:17])(/[CH:9]=[CH:10]/[C:11](/[CH3:16])=[CH:12]\[C:13]([OH:15])=[O:14])[C:7]([CH3:19])([CH3:18])[CH2:6][C:4](=[O:5])[CH:3]=1.[OH-].[K+].N.C([O-])(=O)/C=C/C=C/C.[K+], predict the reaction product. The product is: [CH3:1][C:2]1[C:8]([OH:17])(/[CH:9]=[CH:10]/[C:11](/[CH3:16])=[CH:12]\[C:13]([OH:15])=[O:14])[C:7]([CH3:19])([CH3:18])[CH2:6][C:4](=[O:5])[CH:3]=1. (4) The product is: [Cl:12][C:13]1[N:18]=[C:17]([NH:1][C:2]2[CH:3]=[C:4]3[C:9](=[CH:10][CH:11]=2)[N:8]=[CH:7][CH:6]=[CH:5]3)[C:16]([N+:20]([O-:22])=[O:21])=[CH:15][N:14]=1. Given the reactants [NH2:1][C:2]1[CH:3]=[C:4]2[C:9](=[CH:10][CH:11]=1)[N:8]=[CH:7][CH:6]=[CH:5]2.[Cl:12][C:13]1[N:18]=[C:17](Cl)[C:16]([N+:20]([O-:22])=[O:21])=[CH:15][N:14]=1.C(N(C(C)C)C(C)C)C, predict the reaction product. (5) Given the reactants [CH:1]([N:4]([CH3:29])[C:5]1[C:6](OS(C(F)(F)F)(=O)=O)=[N:7][C:8]2[C:13]([N:14]=1)=[CH:12][C:11]([C:15]([O:17][CH3:18])=[O:16])=[C:10]([O:19][CH3:20])[CH:9]=2)([CH3:3])[CH3:2].[F:30][C:31]1[CH:36]=[CH:35][C:34](B(O)O)=[CH:33][CH:32]=1.[O-]P([O-])([O-])=O.[K+].[K+].[K+], predict the reaction product. The product is: [F:30][C:31]1[CH:36]=[CH:35][C:34]([C:6]2[C:5]([N:4]([CH:1]([CH3:3])[CH3:2])[CH3:29])=[N:14][C:13]3[C:8](=[CH:9][C:10]([O:19][CH3:20])=[C:11]([C:15]([O:17][CH3:18])=[O:16])[CH:12]=3)[N:7]=2)=[CH:33][CH:32]=1. (6) Given the reactants [CH3:1][C:2]1[CH:11]=[CH:10][C:9]2[C:4](=[C:5]([NH2:12])[CH:6]=[CH:7][CH:8]=2)[N:3]=1.[N+:13]([C:16]1[CH:21]=[CH:20][CH:19]=[CH:18][C:17]=1[S:22](Cl)(=[O:24])=[O:23])([O-:15])=[O:14], predict the reaction product. The product is: [CH3:1][C:2]1[CH:11]=[CH:10][C:9]2[C:4](=[C:5]([NH:12][S:22]([C:17]3[CH:18]=[CH:19][CH:20]=[CH:21][C:16]=3[N+:13]([O-:15])=[O:14])(=[O:23])=[O:24])[CH:6]=[CH:7][CH:8]=2)[N:3]=1.